Predict the reactants needed to synthesize the given product. From a dataset of Full USPTO retrosynthesis dataset with 1.9M reactions from patents (1976-2016). (1) Given the product [F:11][C:2]([F:1])([F:10])[C:3]1[CH:8]=[CH:7][N:6]=[C:5]([NH:9][C:19](=[O:20])[O:21][C:22]2[CH:27]=[CH:26][CH:25]=[CH:24][CH:23]=2)[N:4]=1, predict the reactants needed to synthesize it. The reactants are: [F:1][C:2]([F:11])([F:10])[C:3]1[CH:8]=[CH:7][N:6]=[C:5]([NH2:9])[N:4]=1.C(=O)([O-])[O-].[K+].[K+].Cl[C:19]([O:21][C:22]1[CH:27]=[CH:26][CH:25]=[CH:24][CH:23]=1)=[O:20]. (2) Given the product [F:7][C:8]1[CH:9]=[C:10]([N+:15]([O-:17])=[O:16])[CH:11]=[CH:12][C:13]=1[N:18]1[CH:22]=[CH:21][CH:20]=[N:19]1, predict the reactants needed to synthesize it. The reactants are: C(=O)([O-])[O-].[K+].[K+].[F:7][C:8]1[CH:9]=[C:10]([N+:15]([O-:17])=[O:16])[CH:11]=[CH:12][C:13]=1F.[NH:18]1[CH:22]=[CH:21][CH:20]=[N:19]1. (3) Given the product [Br:27][C:23]1[CH:22]=[C:21]([Si:8]([C:4]2[CH:3]=[C:2]([C:45]3[CH:44]=[CH:43][CH:42]=[C:41]([C:31]4[C:32]5[O:59][C:56]6[CH:37]=[CH:38][CH:39]=[CH:40][C:35]=6[C:36]=5[CH:28]=[CH:29][CH:30]=4)[CH:46]=3)[CH:7]=[CH:6][CH:5]=2)([C:15]2[CH:16]=[CH:17][CH:18]=[CH:19][CH:20]=2)[C:9]2[CH:10]=[CH:11][CH:12]=[CH:13][CH:14]=2)[CH:26]=[CH:25][CH:24]=1, predict the reactants needed to synthesize it. The reactants are: Br[C:2]1[CH:3]=[C:4]([Si:8]([C:21]2[CH:26]=[CH:25][CH:24]=[C:23]([Br:27])[CH:22]=2)([C:15]2[CH:20]=[CH:19][CH:18]=[CH:17][CH:16]=2)[C:9]2[CH:14]=[CH:13][CH:12]=[CH:11][CH:10]=2)[CH:5]=[CH:6][CH:7]=1.[CH2:28]1[C:36]23[CH:37]=[CH:38][CH:39]=[CH:40][C:35]2=CO[C:32]3=[C:31]([C:41]2[CH:42]=[C:43](B3OC(C)(C)C(C)(C)O3)[CH:44]=[CH:45][CH:46]=2)[CH:30]=[CH:29]1.[C:56]([O-:59])([O-])=O.[K+].[K+]. (4) Given the product [NH2:27][C:24]1[CH:23]=[CH:22][C:21]([CH2:20][N:13]2[C:14]3[CH:15]=[CH:16][CH:17]=[CH:18][C:19]=3[C:10]3=[N:9][N:8]([C:3]4[CH:4]=[CH:5][CH:6]=[CH:7][C:2]=4[CH3:1])[C:30](=[O:31])[C:11]3=[CH:12]2)=[CH:26][CH:25]=1, predict the reactants needed to synthesize it. The reactants are: [CH3:1][C:2]1[CH:7]=[CH:6][CH:5]=[CH:4][C:3]=1[N:8]1[C:30](=[O:31])[C:11]2=[CH:12][N:13]([CH2:20][C:21]3[CH:26]=[CH:25][C:24]([N+:27]([O-])=O)=[CH:23][CH:22]=3)[C:14]3[CH:15]=[CH:16][CH:17]=[CH:18][C:19]=3[C:10]2=[N:9]1. (5) Given the product [Br:8][C:5]1[N:4]=[C:3]([C:9]2[S:21][C:18]([C:12]3[CH:17]=[CH:16][CH:15]=[CH:14][CH:13]=3)=[N:19][N:20]=2)[C:2]([NH2:1])=[N:7][CH:6]=1, predict the reactants needed to synthesize it. The reactants are: [NH2:1][C:2]1[C:3]([C:9](O)=O)=[N:4][C:5]([Br:8])=[CH:6][N:7]=1.[C:12]1([C:18](=[S:21])[NH:19][NH2:20])[CH:17]=[CH:16][CH:15]=[CH:14][CH:13]=1.BrP(Br)(C1C=CC=CC=1)(C1C=CC=CC=1)C1C=CC=CC=1.CCN(C(C)C)C(C)C. (6) Given the product [CH3:34][N:35]1[CH2:36][CH2:37][N:38]([C:41]2[CH:46]=[CH:45][C:44]([NH:47][CH:2]=[C:3]3[C:11]4[C:6](=[CH:7][C:8]([C:12]([C:14]5[CH:15]=[C:16]([NH:20][C:21]([C:23]6[CH:27]=[C:26]([CH3:28])[N:25]([C:29]([CH3:32])([CH3:30])[CH3:31])[N:24]=6)=[O:22])[CH:17]=[CH:18][CH:19]=5)=[O:13])=[CH:9][CH:10]=4)[NH:5][C:4]3=[O:33])=[CH:43][CH:42]=2)[CH2:39][CH2:40]1, predict the reactants needed to synthesize it. The reactants are: O[CH:2]=[C:3]1[C:11]2[C:6](=[CH:7][C:8]([C:12]([C:14]3[CH:15]=[C:16]([NH:20][C:21]([C:23]4[CH:27]=[C:26]([CH3:28])[N:25]([C:29]([CH3:32])([CH3:31])[CH3:30])[N:24]=4)=[O:22])[CH:17]=[CH:18][CH:19]=3)=[O:13])=[CH:9][CH:10]=2)[NH:5][C:4]1=[O:33].[CH3:34][N:35]1[CH2:40][CH2:39][N:38]([C:41]2[CH:46]=[CH:45][C:44]([NH2:47])=[CH:43][CH:42]=2)[CH2:37][CH2:36]1.